This data is from Forward reaction prediction with 1.9M reactions from USPTO patents (1976-2016). The task is: Predict the product of the given reaction. (1) Given the reactants [K].[CH2:2]([C:17]1[CH:18]=[C:19]([OH:23])[CH:20]=[CH:21][CH:22]=1)[CH2:3][CH2:4][CH2:5][CH2:6][CH2:7][CH2:8][CH2:9][CH2:10][CH2:11][CH2:12][CH2:13][CH2:14][CH2:15][CH3:16].Br[C:25]1[CH:30]=[CH:29][CH:28]=[CH:27][CH:26]=1.CN(C)C(=O)C, predict the reaction product. The product is: [CH2:2]([C:17]1[CH:22]=[CH:21][CH:20]=[C:19]([O:23][C:25]2[CH:30]=[CH:29][CH:28]=[CH:27][CH:26]=2)[CH:18]=1)[CH2:3][CH2:4][CH2:5][CH2:6][CH2:7][CH2:8][CH2:9][CH2:10][CH2:11][CH2:12][CH2:13][CH2:14][CH2:15][CH3:16]. (2) Given the reactants C[Si]([N-][Si](C)(C)C)(C)C.[Na+].[Si:11]([O:28][CH2:29][CH:30]1[CH2:35][CH2:34][C:33](=[O:36])[C:32]([C:38]2[CH:43]=[CH:42][C:41]([Cl:44])=[C:40]([C:45]([F:48])([F:47])[F:46])[CH:39]=2)([CH3:37])[CH2:31]1)([C:24]([CH3:27])([CH3:26])[CH3:25])([C:18]1[CH:23]=[CH:22][CH:21]=[CH:20][CH:19]=1)[C:12]1[CH:17]=[CH:16][CH:15]=[CH:14][CH:13]=1.ClC1C=CC(N([S:57]([C:60]([F:63])([F:62])[F:61])(=[O:59])=[O:58])[S:57]([C:60]([F:63])([F:62])[F:61])(=[O:59])=[O:58])=NC=1.[Cl-].[Na+], predict the reaction product. The product is: [F:61][C:60]([F:63])([F:62])[S:57]([O:36][C:33]1[C:32]([C:38]2[CH:43]=[CH:42][C:41]([Cl:44])=[C:40]([C:45]([F:48])([F:46])[F:47])[CH:39]=2)([CH3:37])[CH2:31][CH:30]([CH2:29][O:28][Si:11]([C:24]([CH3:25])([CH3:26])[CH3:27])([C:12]2[CH:17]=[CH:16][CH:15]=[CH:14][CH:13]=2)[C:18]2[CH:23]=[CH:22][CH:21]=[CH:20][CH:19]=2)[CH2:35][CH:34]=1)(=[O:59])=[O:58]. (3) Given the reactants Br[C:2]1[CH:7]=[CH:6][C:5]([Br:8])=[CH:4][N:3]=1.C([Li])CCC.[CH:14]([C:16]1[CH:17]=[C:18]([C:27]([O:29][CH2:30][CH3:31])=[O:28])[C:19](=[O:26])[N:20]2[C:25]=1[CH:24]=[CH:23][CH:22]=[CH:21]2)=[O:15].[Cl-].[NH4+], predict the reaction product. The product is: [Br:8][C:5]1[CH:6]=[CH:7][C:2]([CH:14]([OH:15])[C:16]2[CH:17]=[C:18]([C:27]([O:29][CH2:30][CH3:31])=[O:28])[C:19](=[O:26])[N:20]3[C:25]=2[CH:24]=[CH:23][CH:22]=[CH:21]3)=[N:3][CH:4]=1. (4) Given the reactants [C:1]([C:3]1[CH:4]=[C:5]2[C:10](=[CH:11][CH:12]=1)[CH:9]([C:13]([O:15][CH2:16][CH3:17])=[O:14])[N:8]([C:18]([O:20][C:21]([CH3:24])([CH3:23])[CH3:22])=[O:19])[CH2:7][CH2:6]2)#N.O.O.[PH2]([O-])=[O:28].[Na+], predict the reaction product. The product is: [CH:1]([C:3]1[CH:4]=[C:5]2[C:10](=[CH:11][CH:12]=1)[CH:9]([C:13]([O:15][CH2:16][CH3:17])=[O:14])[N:8]([C:18]([O:20][C:21]([CH3:24])([CH3:23])[CH3:22])=[O:19])[CH2:7][CH2:6]2)=[O:28]. (5) Given the reactants [F:1][C:2]1[CH:3]=[C:4]([CH:14]([NH:16][C:17]([C:19]2[N:20]=[C:21](Cl)[O:22][CH:23]=2)=[O:18])[CH3:15])[CH:5]=[C:6]([F:13])[C:7]=1[NH:8][S:9]([CH3:12])(=[O:11])=[O:10].[F:25][C:26]([F:35])([F:34])[C:27]1[CH:32]=[CH:31][N:30]=[C:29]([OH:33])[CH:28]=1, predict the reaction product. The product is: [F:1][C:2]1[CH:3]=[C:4]([CH:14]([NH:16][C:17]([C:19]2[N:20]=[C:21]([O:33][C:29]3[CH:28]=[C:27]([C:26]([F:34])([F:25])[F:35])[CH:32]=[CH:31][N:30]=3)[O:22][CH:23]=2)=[O:18])[CH3:15])[CH:5]=[C:6]([F:13])[C:7]=1[NH:8][S:9]([CH3:12])(=[O:11])=[O:10]. (6) Given the reactants [Cl:1][C:2]1[N:7]=[C:6]([SH:8])[CH:5]=[CH:4][CH:3]=1.C([O-])([O-])=O.[Cs+].[Cs+].Br[CH2:16][CH:17]1[CH2:19][CH2:18]1, predict the reaction product. The product is: [Cl:1][C:2]1[CH:3]=[CH:4][CH:5]=[C:6]([S:8][CH2:16][CH:17]2[CH2:19][CH2:18]2)[N:7]=1. (7) Given the reactants [CH3:1][C:2]1[C:10]2[N:9]=[C:8]([CH2:11][CH2:12][CH3:13])[NH:7][C:6]=2[CH:5]=[C:4]([C:14]([OH:16])=O)[CH:3]=1.S(Cl)(Cl)(=O)=O.[CH3:22][N:23](C)C=O, predict the reaction product. The product is: [CH3:22][NH:23][C:14]([C:4]1[CH:3]=[C:2]([CH3:1])[C:10]2[N:9]=[C:8]([CH2:11][CH2:12][CH3:13])[NH:7][C:6]=2[CH:5]=1)=[O:16]. (8) Given the reactants [CH3:1][O:2][CH2:3][CH2:4][OH:5].C(N(CC)CC)C.[CH3:13][C:14]1[CH:19]=[CH:18][C:17]([S:20](Cl)(=[O:22])=[O:21])=[CH:16][CH:15]=1.C([O-])([O-])=O.[Na+].[Na+], predict the reaction product. The product is: [CH3:13][C:14]1[CH:19]=[CH:18][C:17]([S:20]([O:5][CH2:4][CH2:3][O:2][CH3:1])(=[O:22])=[O:21])=[CH:16][CH:15]=1. (9) Given the reactants [Cl:1][C:2]1[CH:3]=[C:4]([CH:14]=[CH:15][C:16]=1[Cl:17])[CH2:5][N:6]1[CH2:11][CH2:10][O:9][CH:8]([CH2:12][NH2:13])[CH2:7]1.[NH2:18][C:19]([C:21]1[CH:26]=[CH:25][C:24]([CH2:27][C:28](O)=[O:29])=[CH:23][CH:22]=1)=[O:20], predict the reaction product. The product is: [Cl:1][C:2]1[CH:3]=[C:4]([CH:14]=[CH:15][C:16]=1[Cl:17])[CH2:5][N:6]1[CH2:11][CH2:10][O:9][CH:8]([CH2:12][NH:13][C:28](=[O:29])[CH2:27][C:24]2[CH:25]=[CH:26][C:21]([C:19]([NH2:18])=[O:20])=[CH:22][CH:23]=2)[CH2:7]1. (10) Given the reactants [C:1]([C:3]1[C:4]([C:25]2[CH:30]=[CH:29][C:28]([Cl:31])=[CH:27][C:26]=2[Cl:32])=[C:5]([C:20]([O:22][CH2:23][CH3:24])=[O:21])[S:6][C:7]=1[NH:8]CC1C=CC(OC)=CC=1OC)#[N:2].FC(F)(F)C(O)=O, predict the reaction product. The product is: [NH2:8][C:7]1[S:6][C:5]([C:20]([O:22][CH2:23][CH3:24])=[O:21])=[C:4]([C:25]2[CH:30]=[CH:29][C:28]([Cl:31])=[CH:27][C:26]=2[Cl:32])[C:3]=1[C:1]#[N:2].